From a dataset of Reaction yield outcomes from USPTO patents with 853,638 reactions. Predict the reaction yield, written as a fraction of the theoretical maximum amount of product (1.0 means a 100% yield; for example, 0.34 means a 34% yield). (1) The reactants are [BrH:1].[NH2:2][C:3]1[C:8]([CH2:9]O)=[CH:7][C:6]([Br:11])=[CH:5][N:4]=1. The catalyst is Br. The product is [BrH:11].[NH2:2][C:3]1[C:8]([CH2:9][Br:1])=[CH:7][C:6]([Br:11])=[CH:5][N:4]=1. The yield is 0.860. (2) The reactants are [OH:1][C:2]1[CH:7]=[CH:6][C:5]([NH:8][S:9]([CH3:12])(=[O:11])=[O:10])=[CH:4][C:3]=1[C:13]1[C:21]2[C:20]([NH:22][C@H:23]([C:25]3[N:30]([C:31]4[CH:36]=[CH:35][CH:34]=[CH:33][CH:32]=4)[C:29](=[O:37])[C:28]4=[C:38]([CH3:41])[CH:39]=[CH:40][N:27]4[N:26]=3)[CH3:24])=[N:19][CH:18]=[N:17][C:16]=2[N:15](COCC[Si](C)(C)C)[CH:14]=1.FC(F)(F)C(O)=O.N. No catalyst specified. The product is [OH:1][C:2]1[CH:7]=[CH:6][C:5]([NH:8][S:9]([CH3:12])(=[O:10])=[O:11])=[CH:4][C:3]=1[C:13]1[C:21]2[C:20]([NH:22][C@H:23]([C:25]3[N:30]([C:31]4[CH:36]=[CH:35][CH:34]=[CH:33][CH:32]=4)[C:29](=[O:37])[C:28]4=[C:38]([CH3:41])[CH:39]=[CH:40][N:27]4[N:26]=3)[CH3:24])=[N:19][CH:18]=[N:17][C:16]=2[NH:15][CH:14]=1. The yield is 0.290. (3) The reactants are ClC(Cl)(Cl)[C:3]([C:5]1[N:6]([CH2:10][C:11](=[O:22])[C:12]2[CH:17]=[CH:16][C:15]([C:18]([F:21])([F:20])[F:19])=[CH:14][N:13]=2)[CH:7]=[CH:8][CH:9]=1)=[O:4].[OH-:25].[Na+].Cl.[CH3:28]O. The catalyst is O. The product is [O:22]=[C:11]([C:12]1[CH:17]=[CH:16][C:15]([C:18]([F:21])([F:20])[F:19])=[CH:14][N:13]=1)[CH2:10][N:6]1[CH:7]=[CH:8][CH:9]=[C:5]1[C:3]([O:4][CH3:28])=[O:25]. The yield is 1.00. (4) The reactants are [CH2:1]([N:3]1[CH2:8][CH2:7][C:6]([CH2:10][O:11][C:12]2[C:20]3[C:19]4[CH:21]=[C:22]([C:25]#[N:26])[N:23]=[CH:24][C:18]=4[N:17](COCC[Si](C)(C)C)[C:16]=3[N:15]=[CH:14][CH:13]=2)([CH3:9])[CH2:5][CH2:4]1)[CH3:2].Br.[OH-].[Na+].Cl. The catalyst is O1CCOCC1. The product is [CH2:1]([N:3]1[CH2:8][CH2:7][C:6]([CH2:10][O:11][C:12]2[C:20]3[C:19]4[CH:21]=[C:22]([C:25]#[N:26])[N:23]=[CH:24][C:18]=4[NH:17][C:16]=3[N:15]=[CH:14][CH:13]=2)([CH3:9])[CH2:5][CH2:4]1)[CH3:2]. The yield is 0.300.